This data is from Peptide-MHC class I binding affinity with 185,985 pairs from IEDB/IMGT. The task is: Regression. Given a peptide amino acid sequence and an MHC pseudo amino acid sequence, predict their binding affinity value. This is MHC class I binding data. (1) The peptide sequence is FLLRHYYNKR. The binding affinity (normalized) is 0.305. The MHC is HLA-A68:01 with pseudo-sequence HLA-A68:01. (2) The peptide sequence is LLGEHGVAF. The binding affinity (normalized) is 0.0847. The MHC is HLA-A11:01 with pseudo-sequence HLA-A11:01. (3) The peptide sequence is KVPLRTMSY. The MHC is Mamu-A01 with pseudo-sequence Mamu-A01. The binding affinity (normalized) is 0.0323. (4) The peptide sequence is RPPIFIRRL. The MHC is HLA-A02:01 with pseudo-sequence HLA-A02:01. The binding affinity (normalized) is 0.170. (5) The peptide sequence is VPRENATAF. The MHC is HLA-B15:17 with pseudo-sequence HLA-B15:17. The binding affinity (normalized) is 0.0847. (6) The peptide sequence is FQNVNQWIM. The MHC is H-2-Db with pseudo-sequence H-2-Db. The binding affinity (normalized) is 0.800. (7) The peptide sequence is RPTHKPVTL. The MHC is HLA-B14:02 with pseudo-sequence HLA-B14:02. The binding affinity (normalized) is 0.213. (8) The peptide sequence is SMYPSCCCTK. The MHC is Patr-A0101 with pseudo-sequence Patr-A0101. The binding affinity (normalized) is 0.462.